From a dataset of Reaction yield outcomes from USPTO patents with 853,638 reactions. Predict the reaction yield, written as a fraction of the theoretical maximum amount of product (1.0 means a 100% yield; for example, 0.34 means a 34% yield). (1) The reactants are Cl[C:2]1[CH:7]=[C:6]([S:8][CH3:9])[N:5]=[C:4]([CH3:10])[N:3]=1.[IH:11]. The catalyst is C(Cl)Cl. The product is [I:11][C:2]1[CH:7]=[C:6]([S:8][CH3:9])[N:5]=[C:4]([CH3:10])[N:3]=1. The yield is 0.900. (2) The reactants are [CH3:1][O:2][C:3]([C:5]1[S:6][C:7]([C:11]2[CH:16]=[CH:15][CH:14]=[CH:13][CH:12]=2)=[CH:8][C:9]=1[NH2:10])=[O:4].[OH-].[K+].C(Cl)(Cl)=[O:20]. The catalyst is O. The product is [C:11]1([C:7]2[S:6][C:5]3[C:3](=[O:4])[O:2][C:1](=[O:20])[NH:10][C:9]=3[CH:8]=2)[CH:16]=[CH:15][CH:14]=[CH:13][CH:12]=1. The yield is 0.650. (3) The reactants are Cl[CH2:2][C:3](Cl)=[O:4].[N+:6]([C:9]1[CH:14]=[CH:13][C:12]([OH:15])=[C:11]([NH2:16])[CH:10]=1)([O-:8])=[O:7].C([O-])(O)=O.[Na+]. The catalyst is [Cl-].C([N+](C)(C)C)C1C=CC=CC=1.C(Cl)(Cl)Cl. The product is [N+:6]([C:9]1[CH:14]=[CH:13][C:12]2[O:15][CH2:2][C:3](=[O:4])[NH:16][C:11]=2[CH:10]=1)([O-:8])=[O:7]. The yield is 0.410. (4) The reactants are [H-].[Na+].F[C:4]1[CH:9]=[CH:8][C:7]([N+:10]([O-:12])=[O:11])=[CH:6][CH:5]=1.[F:13][C:14]1[C:19]([F:20])=[CH:18][CH:17]=[CH:16][C:15]=1[OH:21]. The catalyst is CN(C)C=O.Cl[Cu]. The product is [F:20][C:19]1[CH:18]=[CH:17][CH:16]=[C:15]([O:21][C:4]2[CH:9]=[CH:8][C:7]([N+:10]([O-:12])=[O:11])=[CH:6][CH:5]=2)[C:14]=1[F:13]. The yield is 0.840. (5) The reactants are C([O:5][C:6](=[O:29])[CH2:7][CH:8]1[C:14](=[O:15])[N:13](CC2C=CC(OC)=CC=2)[C:12]2[CH:25]=[CH:26][CH:27]=[CH:28][C:11]=2[CH2:10][CH2:9]1)(C)(C)C. The catalyst is C(O)(C(F)(F)F)=O. The product is [O:15]=[C:14]1[NH:13][C:12]2[CH:25]=[CH:26][CH:27]=[CH:28][C:11]=2[CH2:10][CH2:9][CH:8]1[CH2:7][C:6]([OH:29])=[O:5]. The yield is 0.720. (6) The reactants are [F:1][C:2]1[C:7]([F:8])=[C:6]([N+:9]([O-])=O)[CH:5]=[CH:4][C:3]=1[N:12]1[CH2:17][CH2:16][N:15]([CH:18]([OH:20])[CH3:19])[CH2:14][CH2:13]1. The catalyst is CO.[Pd]. The product is [NH2:9][C:6]1[CH:5]=[CH:4][C:3]([N:12]2[CH2:13][CH2:14][N:15]([CH:18]([OH:20])[CH3:19])[CH2:16][CH2:17]2)=[C:2]([F:1])[C:7]=1[F:8]. The yield is 0.990. (7) The product is [N:6]1[CH:7]=[CH:8][N:9]=[CH:10][C:5]=1[C:3]([NH:12][NH2:13])=[O:2]. The yield is 1.00. The reactants are C[O:2][C:3]([C:5]1[CH:10]=[N:9][CH:8]=[CH:7][N:6]=1)=O.O.[NH2:12][NH2:13]. The catalyst is CCO.